From a dataset of Drug-target binding data from BindingDB using IC50 measurements. Regression. Given a target protein amino acid sequence and a drug SMILES string, predict the binding affinity score between them. We predict pIC50 (pIC50 = -log10(IC50 in M); higher means more potent). Dataset: bindingdb_ic50. (1) The pIC50 is 6.3. The small molecule is N=C(N)NC(=O)c1ncc(-c2cccc(-c3ccccc3)c2)nc1N. The target protein (Q9UHC3) has sequence MKPTSGPEEARRPASDIRVFASNCSMHGLGHVFGPGSLSLRRGMWAAAVVLSVATFLYQVAERVRYYREFHHQTALDERESHRLIFPAVTLCNINPLRRSRLTPNDLHWAGSALLGLDPAEHAAFLRALGRPPAPPGFMPSPTFDMAQLYARAGHSLDDMLLDCRFRGQPCGPENFTTIFTRMGKCYTFNSGADGAELLTTTRGGMGNGLDIMLDVQQEEYLPVWRDNEETPFEVGIRVQIHSQEEPPIIDQLGLGVSPGYQTFVSCQQQQLSFLPPPWGDCSSASLNPNYEPEPSDPLGSPSPSPSPPYTLMGCRLACETRYVARKCGCRMVYMPGDVPVCSPQQYKNCAHPAIDAMLRKDSCACPNPCASTRYAKELSMVRIPSRAAARFLARKLNRSEAYIAENVLALDIFFEALNYETVEQKKAYEMSELLGDIGGQMGLFIGASLLTILEILDYLCEVFRDKVLGYFWNRQHSQRHSSTNLLQEGLGSHRTQVPH.... (2) The small molecule is COc1cc(/C=C\c2ccc(OC)c(OC)c2)cc(OC)c1. The target protein (P01106) has sequence MPLNVSFTNRNYDLDYDSVQPYFYCDEEENFYQQQQQSELQPPAPSEDIWKKFELLPTPPLSPSRRSGLCSPSYVAVTPFSLRGDNDGGGGSFSTADQLEMVTELLGGDMVNQSFICDPDDETFIKNIIIQDCMWSGFSAAAKLVSEKLASYQAARKDSGSPNPARGHSVCSTSSLYLQDLSAAASECIDPSVVFPYPLNDSSSPKSCASQDSSAFSPSSDSLLSSTESSPQGSPEPLVLHEETPPTTSSDSEEEQEDEEEIDVVSVEKRQAPGKRSESGSPSAGGHSKPPHSPLVLKRCHVSTHQHNYAAPPSTRKDYPAAKRVKLDSVRVLRQISNNRKCTSPRSSDTEENVKRRTHNVLERQRRNELKRSFFALRDQIPELENNEKAPKVVILKKATAYILSVQAEEQKLISEEDLLRKRREQLKHKLEQLRNSCA. The pIC50 is 4.2. (3) The compound is COc1ccc(C(CC(=O)N2CCOCC2)c2c(OC)cc(OC)c3c(-c4ccccc4)cc(=O)oc23)cc1. The target protein (Q15717) has sequence MSNGYEDHMAEDCRGDIGRTNLIVNYLPQNMTQDELRSLFSSIGEVESAKLIRDKVAGHSLGYGFVNYVTAKDAERAINTLNGLRLQSKTIKVSYARPSSEVIKDANLYISGLPRTMTQKDVEDMFSRFGRIINSRVLVDQTTGLSRGVAFIRFDKRSEAEEAITSFNGHKPPGSSEPITVKFAANPNQNKNVALLSQLYHSPARRFGGPVHHQAQRFRFSPMGVDHMSGLSGVNVPGNASSGWCIFIYNLGQDADEGILWQMFGPFGAVTNVKVIRDFNTNKCKGFGFVTMTNYEEAAMAIASLNGYRLGDKILQVSFKTNKSHK. The pIC50 is 4.8.